This data is from Forward reaction prediction with 1.9M reactions from USPTO patents (1976-2016). The task is: Predict the product of the given reaction. (1) Given the reactants [CH3:1][O:2][C:3]1[C:4]([C:13]([F:16])([F:15])[F:14])=[CH:5][C:6]([N+:10]([O-:12])=[O:11])=[C:7]([NH2:9])[CH:8]=1.ClC1C(C(F)(F)F)=CC([N+]([O-])=O)=C(N)C=1.[OH-].[K+].[CH3:34][C:35]([O:38][C:39](O[C:39]([O:38][C:35]([CH3:37])([CH3:36])[CH3:34])=[O:40])=[O:40])([CH3:37])[CH3:36].C(O)(C(F)(F)F)=O, predict the reaction product. The product is: [C:35]([O:38][C:39](=[O:40])[NH:9][C:7]1[CH:8]=[C:3]([O:2][CH3:1])[C:4]([C:13]([F:14])([F:15])[F:16])=[CH:5][C:6]=1[N+:10]([O-:12])=[O:11])([CH3:37])([CH3:36])[CH3:34]. (2) Given the reactants C(N(CC)CC)C.[CH:8]([C:10]1[C:18]2[C:13](=[CH:14][CH:15]=[CH:16][CH:17]=2)[N:12](C(OC(C)(C)C)=O)[CH:11]=1)=[O:9].[CH:26](=[N:33][C:34]1[CH:35]=[N:36][CH:37]=[C:38]([O:40][CH2:41][CH3:42])[CH:39]=1)[C:27]1[CH:32]=[CH:31][CH:30]=[CH:29][CH:28]=1, predict the reaction product. The product is: [CH2:41]([O:40][C:38]1[CH:39]=[C:34]([NH:33][CH:26]([C:27]2[CH:32]=[CH:31][CH:30]=[CH:29][CH:28]=2)[C:8]([C:10]2[C:18]3[C:13](=[CH:14][CH:15]=[CH:16][CH:17]=3)[NH:12][CH:11]=2)=[O:9])[CH:35]=[N:36][CH:37]=1)[CH3:42]. (3) Given the reactants [F:1][C:2]1([F:16])[CH2:10][CH2:9][C:8]2[NH:7][C:6]3[N:11]=[CH:12][N:13]=[C:14](O)[C:5]=3[C:4]=2[CH2:3]1.[CH:17]([O:20][C:21]1[CH:29]=[C:28]2[C:24]([CH:25]=[N:26][NH:27]2)=[CH:23][C:22]=1[NH2:30])([CH3:19])[CH3:18], predict the reaction product. The product is: [F:1][C:2]1([F:16])[CH2:10][CH2:9][C:8]2[NH:7][C:6]3[N:11]=[CH:12][N:13]=[C:14]([NH:30][C:22]4[CH:23]=[C:24]5[C:28](=[CH:29][C:21]=4[O:20][CH:17]([CH3:19])[CH3:18])[NH:27][N:26]=[CH:25]5)[C:5]=3[C:4]=2[CH2:3]1.